Dataset: Experimentally validated miRNA-target interactions with 360,000+ pairs, plus equal number of negative samples. Task: Binary Classification. Given a miRNA mature sequence and a target amino acid sequence, predict their likelihood of interaction. The miRNA is hsa-miR-6755-5p with sequence UAGGGUAGACACUGACAACGUU. The protein sequence of the target gene is MAPNHLSVREMREDEKPLVLEMLKAGVKDTENRVALHALTRPPALLLLAAASSGLRFILASFALALLLPVFLAVAAVKLGLRARWGSLPPPGGLGGPWVAVRGSGDVCGVLALAPGANVGDGARVTRLSVSRWHRRRGVGRRLLAFAEARARAWAGSMGEPRARLVVPVAVAAWGVAGLLEACGYQAEGGWGCMGYMLVREFSKDL. Result: 0 (no interaction).